From a dataset of Aqueous solubility values for 9,982 compounds from the AqSolDB database. Regression/Classification. Given a drug SMILES string, predict its absorption, distribution, metabolism, or excretion properties. Task type varies by dataset: regression for continuous measurements (e.g., permeability, clearance, half-life) or binary classification for categorical outcomes (e.g., BBB penetration, CYP inhibition). For this dataset (solubility_aqsoldb), we predict Y. The drug is C(CCOCC1CO1)COCC1CO1. The Y is -0.561 log mol/L.